This data is from Reaction yield outcomes from USPTO patents with 853,638 reactions. The task is: Predict the reaction yield, written as a fraction of the theoretical maximum amount of product (1.0 means a 100% yield; for example, 0.34 means a 34% yield). The catalyst is ClCCl.C(OCC)C. The product is [CH2:1]([C:5]1=[CH:11][C:10](=[O:14])[CH2:9][CH2:8][CH2:7][CH2:6]1)[CH2:2][CH2:3][CH3:4]. The yield is 0.470. The reactants are [CH2:1]([C:5]1(O)[CH2:11][CH2:10][CH2:9][CH2:8][CH:7]=[CH:6]1)[CH2:2][CH2:3][CH3:4].[Cr](Cl)(O)(=O)=[O:14].N1C=CC=CC=1.